From a dataset of Forward reaction prediction with 1.9M reactions from USPTO patents (1976-2016). Predict the product of the given reaction. (1) Given the reactants I[C:2]1[C:10]2[C:5](=[N:6][CH:7]=[C:8]([C:11]3[CH:12]=[C:13]([O:17][S:18]([C:21]4[CH:26]=[CH:25][C:24]([CH3:27])=[CH:23][CH:22]=4)(=[O:20])=[O:19])[CH:14]=[CH:15][CH:16]=3)[CH:9]=2)[N:4]([S:28]([C:31]2[CH:36]=[CH:35][C:34]([CH3:37])=[CH:33][CH:32]=2)(=[O:30])=[O:29])[CH:3]=1.[Li]C(C)(C)C.[F:43][C:44]1[CH:45]=[C:46]([CH:49]=[CH:50][CH:51]=1)[CH:47]=[O:48], predict the reaction product. The product is: [F:43][C:44]1[CH:45]=[C:46]([CH:47]([OH:48])[C:2]2[C:10]3[C:5](=[N:6][CH:7]=[C:8]([C:11]4[CH:12]=[C:13]([O:17][S:18]([C:21]5[CH:26]=[CH:25][C:24]([CH3:27])=[CH:23][CH:22]=5)(=[O:20])=[O:19])[CH:14]=[CH:15][CH:16]=4)[CH:9]=3)[N:4]([S:28]([C:31]3[CH:36]=[CH:35][C:34]([CH3:37])=[CH:33][CH:32]=3)(=[O:30])=[O:29])[CH:3]=2)[CH:49]=[CH:50][CH:51]=1. (2) Given the reactants [F:1][C:2]1[C:3]([NH:18][C@@H:19]2[CH2:24][CH2:23][CH2:22][N:21]([C:25](=[O:28])[CH:26]=[CH2:27])[CH2:20]2)=[N:4][C:5]([NH:8][C:9]2[CH:10]=[C:11]3[C:15](=[CH:16][CH:17]=2)[CH2:14][NH:13][CH2:12]3)=[N:6][CH:7]=1.[CH:29]([CH:31]1[CH2:36][CH2:35][N:34]([C:37]([O:39][C:40]([CH3:43])([CH3:42])[CH3:41])=[O:38])[CH2:33][CH2:32]1)=O.[BH3-]C#N.[Na+], predict the reaction product. The product is: [C:25]([N:21]1[CH2:22][CH2:23][CH2:24][C@@H:19]([NH:18][C:3]2[C:2]([F:1])=[CH:7][N:6]=[C:5]([NH:8][C:9]3[CH:10]=[C:11]4[C:15](=[CH:16][CH:17]=3)[CH2:14][N:13]([CH2:29][CH:31]3[CH2:36][CH2:35][N:34]([C:37]([O:39][C:40]([CH3:41])([CH3:43])[CH3:42])=[O:38])[CH2:33][CH2:32]3)[CH2:12]4)[N:4]=2)[CH2:20]1)(=[O:28])[CH:26]=[CH2:27].